From a dataset of NCI-60 drug combinations with 297,098 pairs across 59 cell lines. Regression. Given two drug SMILES strings and cell line genomic features, predict the synergy score measuring deviation from expected non-interaction effect. (1) Drug 1: CCC1=C2CN3C(=CC4=C(C3=O)COC(=O)C4(CC)O)C2=NC5=C1C=C(C=C5)O. Drug 2: CN1C2=C(C=C(C=C2)N(CCCl)CCCl)N=C1CCCC(=O)O.Cl. Cell line: OVCAR-5. Synergy scores: CSS=13.2, Synergy_ZIP=-3.95, Synergy_Bliss=-0.963, Synergy_Loewe=-19.4, Synergy_HSA=-2.67. (2) Drug 1: CCCS(=O)(=O)NC1=C(C(=C(C=C1)F)C(=O)C2=CNC3=C2C=C(C=N3)C4=CC=C(C=C4)Cl)F. Drug 2: CCC1=C2CN3C(=CC4=C(C3=O)COC(=O)C4(CC)O)C2=NC5=C1C=C(C=C5)O. Cell line: A498. Synergy scores: CSS=21.6, Synergy_ZIP=-3.73, Synergy_Bliss=6.21, Synergy_Loewe=-11.6, Synergy_HSA=6.15. (3) Drug 1: CCC1(CC2CC(C3=C(CCN(C2)C1)C4=CC=CC=C4N3)(C5=C(C=C6C(=C5)C78CCN9C7C(C=CC9)(C(C(C8N6C=O)(C(=O)OC)O)OC(=O)C)CC)OC)C(=O)OC)O.OS(=O)(=O)O. Drug 2: C1=NC2=C(N=C(N=C2N1C3C(C(C(O3)CO)O)F)Cl)N. Cell line: A549. Synergy scores: CSS=3.70, Synergy_ZIP=-0.868, Synergy_Bliss=1.16, Synergy_Loewe=-2.43, Synergy_HSA=-1.44. (4) Drug 1: CC1=CC2C(CCC3(C2CCC3(C(=O)C)OC(=O)C)C)C4(C1=CC(=O)CC4)C. Drug 2: COC1=NC(=NC2=C1N=CN2C3C(C(C(O3)CO)O)O)N. Cell line: MALME-3M. Synergy scores: CSS=3.02, Synergy_ZIP=1.70, Synergy_Bliss=4.76, Synergy_Loewe=-4.30, Synergy_HSA=-1.04.